From a dataset of Reaction yield outcomes from USPTO patents with 853,638 reactions. Predict the reaction yield, written as a fraction of the theoretical maximum amount of product (1.0 means a 100% yield; for example, 0.34 means a 34% yield). The reactants are [CH3:1][C:2]([C:10]1[O:14][CH:13]=[N:12][CH:11]=1)([C:4]1[CH:9]=[CH:8][CH:7]=[CH:6][CH:5]=1)[CH3:3].[Cl:15][S:16](O)(=[O:18])=[O:17]. No catalyst specified. The product is [CH3:3][C:2]([C:4]1[CH:9]=[CH:8][C:7]([S:16]([Cl:15])(=[O:18])=[O:17])=[CH:6][CH:5]=1)([C:10]1[O:14][CH:13]=[N:12][CH:11]=1)[CH3:1]. The yield is 0.630.